This data is from Forward reaction prediction with 1.9M reactions from USPTO patents (1976-2016). The task is: Predict the product of the given reaction. (1) Given the reactants C(Cl)(=O)C(Cl)=O.CS(C)=O.[C:11]([O:15][C:16]([N:18]1[CH2:22][C@H:21]([C:23]2[CH:28]=[CH:27][CH:26]=[C:25]([F:29])[CH:24]=2)[C@@H:20]([CH2:30][OH:31])[CH2:19]1)=[O:17])([CH3:14])([CH3:13])[CH3:12].C(N(CC)C(C)C)(C)C, predict the reaction product. The product is: [C:11]([O:15][C:16]([N:18]1[CH2:22][C@H:21]([C:23]2[CH:28]=[CH:27][CH:26]=[C:25]([F:29])[CH:24]=2)[C@@H:20]([CH:30]=[O:31])[CH2:19]1)=[O:17])([CH3:14])([CH3:13])[CH3:12]. (2) Given the reactants C(NC(C1SC(N2CCN(CC3C=C(C=CC=3)C(OCC)=O)C2=O)=NC=1C)=O)C1C=CC=CC=1.[F:35][C:36]1[CH:62]=[CH:61][C:39]([CH2:40][N:41]2[CH2:45][CH2:44][N:43]([C:46]3[S:47][C:48]([C:55]([O:57]CC)=[O:56])=[C:49]([C:51]([F:54])([F:53])[F:52])[N:50]=3)[C:42]2=[O:60])=[CH:38][CH:37]=1, predict the reaction product. The product is: [F:35][C:36]1[CH:37]=[CH:38][C:39]([CH2:40][N:41]2[CH2:45][CH2:44][N:43]([C:46]3[S:47][C:48]([C:55]([OH:57])=[O:56])=[C:49]([C:51]([F:54])([F:52])[F:53])[N:50]=3)[C:42]2=[O:60])=[CH:61][CH:62]=1.